Dataset: Reaction yield outcomes from USPTO patents with 853,638 reactions. Task: Predict the reaction yield, written as a fraction of the theoretical maximum amount of product (1.0 means a 100% yield; for example, 0.34 means a 34% yield). (1) The reactants are [BH4-].[Na+].[CH3:3][C:4]1[CH:13]=[CH:12][C:11]2[C:6](=[CH:7][CH:8]=[CH:9][C:10]=2[N:14]2[CH2:19][CH2:18][N:17]([CH2:20][C:21]([C:23]3[CH:24]=[C:25]([NH:29][C:30](=[O:32])[CH3:31])[CH:26]=[CH:27][CH:28]=3)=[O:22])[CH2:16][CH2:15]2)[N:5]=1. The catalyst is C(Cl)Cl. The product is [OH:22][CH:21]([C:23]1[CH:24]=[C:25]([NH:29][C:30](=[O:32])[CH3:31])[CH:26]=[CH:27][CH:28]=1)[CH2:20][N:17]1[CH2:18][CH2:19][N:14]([C:10]2[CH:9]=[CH:8][CH:7]=[C:6]3[C:11]=2[CH:12]=[CH:13][C:4]([CH3:3])=[N:5]3)[CH2:15][CH2:16]1. The yield is 0.420. (2) The catalyst is CN(C=O)C. The yield is 0.166. The product is [F:1][C:2]1[CH:10]=[CH:9][C:8]([CH2:11][C:12]2[C:21]3[C:16](=[CH:17][CH:18]=[CH:19][CH:20]=3)[C:15](=[O:22])[NH:14][N:13]=2)=[CH:7][C:3]=1[C:4]([N:23]1[CH2:24][CH2:25][CH:26]([O:29][CH2:30][CH2:31][N:32]2[CH2:37][CH2:36][O:35][CH2:34][CH2:33]2)[CH2:27][CH2:28]1)=[O:6]. The reactants are [F:1][C:2]1[CH:10]=[CH:9][C:8]([CH2:11][C:12]2[C:21]3[C:16](=[CH:17][CH:18]=[CH:19][CH:20]=3)[C:15](=[O:22])[NH:14][N:13]=2)=[CH:7][C:3]=1[C:4]([OH:6])=O.[NH:23]1[CH2:28][CH2:27][CH:26]([O:29][CH2:30][CH2:31][N:32]2[CH2:37][CH2:36][O:35][CH2:34][CH2:33]2)[CH2:25][CH2:24]1.CCN(C(C)C)C(C)C.